From a dataset of NCI-60 drug combinations with 297,098 pairs across 59 cell lines. Regression. Given two drug SMILES strings and cell line genomic features, predict the synergy score measuring deviation from expected non-interaction effect. Drug 1: C1=C(C(=O)NC(=O)N1)N(CCCl)CCCl. Drug 2: COCCOC1=C(C=C2C(=C1)C(=NC=N2)NC3=CC=CC(=C3)C#C)OCCOC.Cl. Cell line: NCI/ADR-RES. Synergy scores: CSS=17.4, Synergy_ZIP=-8.41, Synergy_Bliss=-0.459, Synergy_Loewe=-1.40, Synergy_HSA=1.02.